The task is: Predict the reactants needed to synthesize the given product.. This data is from Full USPTO retrosynthesis dataset with 1.9M reactions from patents (1976-2016). (1) Given the product [N+:29]([C:32]1[CH:33]=[CH:34][C:35]([C:36]([O:28][C@H:26]2[CH2:25][C@H:24]([N:8]3[C:4]4=[N:5][CH:6]=[N:7][C:2]([NH2:1])=[C:3]4[C:10]([C:11]4[CH:12]=[CH:13][C:14]([O:17][C:18]5[CH:23]=[CH:22][CH:21]=[CH:20][CH:19]=5)=[CH:15][CH:16]=4)=[N:9]3)[CH2:27]2)=[O:37])=[CH:39][CH:40]=1)([O-:31])=[O:30], predict the reactants needed to synthesize it. The reactants are: [NH2:1][C:2]1[N:7]=[CH:6][N:5]=[C:4]2[N:8]([C@@H:24]3[CH2:27][C@H:26]([OH:28])[CH2:25]3)[N:9]=[C:10]([C:11]3[CH:16]=[CH:15][C:14]([O:17][C:18]4[CH:23]=[CH:22][CH:21]=[CH:20][CH:19]=4)=[CH:13][CH:12]=3)[C:3]=12.[N+:29]([C:32]1[CH:40]=[CH:39][C:35]([C:36](O)=[O:37])=[CH:34][CH:33]=1)([O-:31])=[O:30].C1(P(C2C=CC=CC=2)C2C=CC=CC=2)C=CC=CC=1.N(C(OCC)=O)=NC(OCC)=O. (2) Given the product [Br:1][C:2]1[CH:11]=[C:10]2[C:5]([C:6]([Cl:16])=[N:7][CH:8]=[N:9]2)=[CH:4][C:3]=1[Cl:13], predict the reactants needed to synthesize it. The reactants are: [Br:1][C:2]1[CH:11]=[C:10]2[C:5]([C:6](O)=[N:7][CH:8]=[N:9]2)=[CH:4][C:3]=1[Cl:13].S(Cl)([Cl:16])=O.